This data is from Forward reaction prediction with 1.9M reactions from USPTO patents (1976-2016). The task is: Predict the product of the given reaction. (1) Given the reactants [CH3:1][C:2]1([CH3:18])[O:6][CH:5]([C:7]2[CH:16]=[CH:15][C:14]3[C:13](=O)[CH2:12][CH2:11][CH2:10][C:9]=3[N:8]=2)[CH2:4][O:3]1.[NH:19]1[CH2:24][CH2:23][O:22][CH2:21][CH2:20]1, predict the reaction product. The product is: [CH3:1][C:2]1([CH3:18])[O:6][CH:5]([C:7]2[CH:16]=[CH:15][C:14]3[C:13]([N:19]4[CH2:24][CH2:23][O:22][CH2:21][CH2:20]4)=[CH:12][CH2:11][CH2:10][C:9]=3[N:8]=2)[CH2:4][O:3]1. (2) Given the reactants Cl.[F:2][C:3]1[CH:4]=[C:5]([CH:32]=[CH:33][C:34]=1[O:35][CH3:36])[CH2:6][N:7]1[C:12]2[CH:13]=[C:14]([C:16]3[CH:21]=[CH:20][C:19]([F:22])=[CH:18][C:17]=3[CH3:23])[S:15][C:11]=2[C:10](=[O:24])[N:9]([CH:25]2[CH2:30][CH2:29][NH:28][CH2:27][CH2:26]2)[C:8]1=[O:31].[CH2:37]([O:39][C:40]1[C:49]([O:50][CH3:51])=[CH:48][C:47]2[C:46]([C:52]3[CH:60]=[CH:59][C:55]([C:56](O)=[O:57])=[CH:54][CH:53]=3)=[N:45][C@@H:44]3[CH2:61][CH2:62][S:63][CH2:64][C@@H:43]3[C:42]=2[CH:41]=1)[CH3:38].CN(C(ON1N=NC2C=CC=NC1=2)=[N+](C)C)C.F[P-](F)(F)(F)(F)F.CCN(C(C)C)C(C)C, predict the reaction product. The product is: [CH2:37]([O:39][C:40]1[C:49]([O:50][CH3:51])=[CH:48][C:47]2[C:46]([C:52]3[CH:53]=[CH:54][C:55]([C:56]([N:28]4[CH2:27][CH2:26][CH:25]([N:9]5[C:10](=[O:24])[C:11]6[S:15][C:14]([C:16]7[CH:21]=[CH:20][C:19]([F:22])=[CH:18][C:17]=7[CH3:23])=[CH:13][C:12]=6[N:7]([CH2:6][C:5]6[CH:32]=[CH:33][C:34]([O:35][CH3:36])=[C:3]([F:2])[CH:4]=6)[C:8]5=[O:31])[CH2:30][CH2:29]4)=[O:57])=[CH:59][CH:60]=3)=[N:45][C@@H:44]3[CH2:61][CH2:62][S:63][CH2:64][C@@H:43]3[C:42]=2[CH:41]=1)[CH3:38]. (3) Given the reactants C(Cl)(=[O:3])C.OC1CON(C([C:13]2[C:21]3[C:20](=[O:22])[N:19](C)[C:18](=[O:24])[N:17]([CH:25]([CH3:27])[CH3:26])[C:16]=3[S:15][C:14]=2[CH2:28]C2C3C(=NC=CC=3)NC=2)=O)C1.[CH3:38][CH2:39][O:40][CH2:41][CH3:42], predict the reaction product. The product is: [CH3:28][CH2:14][CH2:13][CH:21]([CH3:20])[CH3:16].[C:39]([O:40][CH2:41][CH3:42])(=[O:3])[CH3:38].[CH3:13][C:14]1[S:15][C:16]2[N:17]([CH:25]([CH3:27])[CH3:26])[C:18](=[O:24])[NH:19][C:20](=[O:22])[C:21]=2[C:42]=1[C:41]([O:40][CH3:39])=[O:3]. (4) Given the reactants [C:1]([O:4][CH2:5][CH:6]1[CH2:15][C:14]2[C:9](=[CH:10][C:11]([O:19][CH2:20][CH3:21])=[C:12]([O:16][CH2:17][CH3:18])[CH:13]=2)[CH:8]=[N:7]1)(=[O:3])[CH3:2].CN([CH:25]=[C:26]([C:32](=[O:34])[CH3:33])[C:27]([O:29][CH2:30][CH3:31])=[O:28])C.Cl.O1CCOCC1, predict the reaction product. The product is: [C:1]([O:4][CH2:5][CH:6]1[N:7]2[CH:8]([CH2:33][C:32](=[O:34])[C:26]([C:27]([O:29][CH2:30][CH3:31])=[O:28])=[CH:25]2)[C:9]2[CH:10]=[C:11]([O:19][CH2:20][CH3:21])[C:12]([O:16][CH2:17][CH3:18])=[CH:13][C:14]=2[CH2:15]1)(=[O:3])[CH3:2].